Dataset: Catalyst prediction with 721,799 reactions and 888 catalyst types from USPTO. Task: Predict which catalyst facilitates the given reaction. (1) Reactant: C(OC(=O)[NH:7][CH:8]([C:10](=O)[CH2:11][C:12]1[CH:17]=[CH:16][CH:15]=[C:14]([CH3:18])[C:13]=1[C:19](=[O:27])[NH:20][C:21]1[CH:26]=[CH:25][CH:24]=[CH:23][CH:22]=1)[CH3:9])(C)(C)C. Product: [NH2:7][C@H:8]([C:10]1[N:20]([C:21]2[CH:26]=[CH:25][CH:24]=[CH:23][CH:22]=2)[C:19](=[O:27])[C:13]2[C:12]([CH:11]=1)=[CH:17][CH:16]=[CH:15][C:14]=2[CH3:18])[CH3:9]. The catalyst class is: 209. (2) Reactant: [N+:1]([C:4]1[CH:5]=[C:6]([CH:18]=[CH:19][CH:20]=1)[C:7]([NH:9][C:10]1([C:13]([O:15]CC)=[O:14])[CH2:12][CH2:11]1)=[O:8])([O-:3])=[O:2].[OH-].[Na+].Cl. Product: [N+:1]([C:4]1[CH:5]=[C:6]([CH:18]=[CH:19][CH:20]=1)[C:7]([NH:9][C:10]1([C:13]([OH:15])=[O:14])[CH2:12][CH2:11]1)=[O:8])([O-:3])=[O:2]. The catalyst class is: 40. (3) Reactant: C([O:4][CH2:5][C:6]1[N:10]([C@H:11]2[CH2:16][CH2:15][C@H:14]([O:17][Si:18]([C:21]([CH3:24])([CH3:23])[CH3:22])([CH3:20])[CH3:19])[CH2:13][CH2:12]2)[C:9]2[CH:25]=[C:26]([C:29]3[CH:34]=[C:33]([CH:35]4[CH2:37][CH2:36]4)[CH:32]=[C:31]([N:38]([C:47]([O:49][C:50]([CH3:53])([CH3:52])[CH3:51])=[O:48])[C:39]4[CH:44]=[C:43]([C:45]#[N:46])[CH:42]=[CH:41][N:40]=4)[N:30]=3)[CH:27]=[CH:28][C:8]=2[N:7]=1)(=O)C.C(=O)([O-])[O-].[K+].[K+]. Product: [Si:18]([O:17][C@H:14]1[CH2:15][CH2:16][C@H:11]([N:10]2[C:9]3[CH:25]=[C:26]([C:29]4[N:30]=[C:31]([N:38]([C:39]5[CH:44]=[C:43]([C:45]#[N:46])[CH:42]=[CH:41][N:40]=5)[C:47](=[O:48])[O:49][C:50]([CH3:51])([CH3:52])[CH3:53])[CH:32]=[C:33]([CH:35]5[CH2:37][CH2:36]5)[CH:34]=4)[CH:27]=[CH:28][C:8]=3[N:7]=[C:6]2[CH2:5][OH:4])[CH2:12][CH2:13]1)([C:21]([CH3:22])([CH3:23])[CH3:24])([CH3:19])[CH3:20]. The catalyst class is: 24. (4) Reactant: [CH3:1][C:2]([C:14]1[N:15]=[C:16]([C:20]2[CH:25]=[CH:24][N:23]=[C:22]3[NH:26][N:27]=[CH:28][C:21]=23)[S:17][C:18]=1[CH3:19])([CH3:13])[CH2:3][NH:4]C(=O)C1C=CC=CC=1.[OH-].[Na+]. Product: [CH3:13][C:2]([C:14]1[N:15]=[C:16]([C:20]2[CH:25]=[CH:24][N:23]=[C:22]3[NH:26][N:27]=[CH:28][C:21]=23)[S:17][C:18]=1[CH3:19])([CH3:1])[CH2:3][NH2:4]. The catalyst class is: 14. (5) Product: [Br:1][C:2]1[N:10]=[CH:9][C:8]2[NH:7][C:6]3[N:11]=[CH:12][C:13]([C:24]4[CH:25]=[CH:26][C:27]([CH2:28][N:29]5[CH2:30][CH2:31][CH:32]([C:35]([F:38])([F:36])[F:37])[CH2:33][CH2:34]5)=[CH:39][CH:40]=4)=[CH:14][C:5]=3[C:4]=2[CH:3]=1. The catalyst class is: 813. Reactant: [Br:1][C:2]1[N:10]=[CH:9][C:8]2[NH:7][C:6]3[N:11]=[CH:12][C:13](I)=[CH:14][C:5]=3[C:4]=2[CH:3]=1.CC1(C)C(C)(C)OB([C:24]2[CH:40]=[CH:39][C:27]([CH2:28][N:29]3[CH2:34][CH2:33][CH:32]([C:35]([F:38])([F:37])[F:36])[CH2:31][CH2:30]3)=[CH:26][CH:25]=2)O1.